From a dataset of Forward reaction prediction with 1.9M reactions from USPTO patents (1976-2016). Predict the product of the given reaction. (1) Given the reactants [C:1]1([C@H:7]2[C@@H:11]([C:12]3[CH:17]=[CH:16][CH:15]=[CH:14][CH:13]=3)[NH:10][C:9](=[S:18])[NH:8]2)[CH:6]=[CH:5][CH:4]=[CH:3][CH:2]=1.[C:19]1([C:25]2[CH:32]=[CH:31][C:28]([CH2:29][Cl:30])=[CH:27][CH:26]=2)[CH:24]=[CH:23][CH:22]=[CH:21][CH:20]=1, predict the reaction product. The product is: [ClH:30].[C:19]1([C:25]2[CH:26]=[CH:27][C:28]([CH2:29][S:18][C:9]3[NH:8][C@H:7]([C:1]4[CH:2]=[CH:3][CH:4]=[CH:5][CH:6]=4)[C@H:11]([C:12]4[CH:13]=[CH:14][CH:15]=[CH:16][CH:17]=4)[N:10]=3)=[CH:31][CH:32]=2)[CH:20]=[CH:21][CH:22]=[CH:23][CH:24]=1. (2) Given the reactants Br[C:2]1[N:7]=[C:6]2[S:8][C:9]([NH:11][C:12](=[O:23])[C:13]3[CH:18]=[CH:17][C:16]([C:19]([OH:22])([CH3:21])[CH3:20])=[CH:15][CH:14]=3)=[N:10][C:5]2=[CH:4][CH:3]=1.[CH3:24][N:25]1[CH:29]=[C:28](B2OC(C)(C)C(C)(C)O2)[CH:27]=[N:26]1, predict the reaction product. The product is: [OH:22][C:19]([C:16]1[CH:17]=[CH:18][C:13]([C:12]([NH:11][C:9]2[S:8][C:6]3[C:5]([N:10]=2)=[CH:4][CH:3]=[C:2]([C:28]2[CH:27]=[N:26][N:25]([CH3:24])[CH:29]=2)[N:7]=3)=[O:23])=[CH:14][CH:15]=1)([CH3:21])[CH3:20]. (3) Given the reactants [C:1]([O:5][C:6]([NH:8][C:9]1([C@H:12]2[CH2:16][N:15]([C@H:17]([C:19]3[CH:24]=[CH:23][CH:22]=[CH:21][CH:20]=3)[CH3:18])[C:14](=[O:25])[CH2:13]2)[CH2:11][CH2:10]1)=[O:7])([CH3:4])([CH3:3])[CH3:2].[H-].[Na+].[CH2:28](I)[CH3:29].[Cl-].[NH4+], predict the reaction product. The product is: [C:1]([O:5][C:6]([N:8]([C:9]1([C@H:12]2[CH2:16][N:15]([C@H:17]([C:19]3[CH:20]=[CH:21][CH:22]=[CH:23][CH:24]=3)[CH3:18])[C:14](=[O:25])[CH2:13]2)[CH2:11][CH2:10]1)[CH2:28][CH3:29])=[O:7])([CH3:2])([CH3:3])[CH3:4]. (4) Given the reactants [C:1]([S:4][CH2:5][C@@H:6]([CH3:10])[C:7]([OH:9])=[O:8])(=O)[CH3:2].[OH-].[Na+].Br[CH2:14][CH2:15][CH2:16][CH2:17]C=C.Cl, predict the reaction product. The product is: [CH2:1]([S:4][CH2:5][C@@H:6]([CH3:10])[C:7]([OH:9])=[O:8])[CH2:2][CH2:17][CH2:16][CH:15]=[CH2:14]. (5) Given the reactants [F:1][C:2]([F:16])([F:15])[C:3]([C:5]1[C:13]2[C:8](=[CH:9][C:10]([Br:14])=[CH:11][CH:12]=2)[NH:7][CH:6]=1)=[O:4].C(=O)([O-])[O-].[K+].[K+].I[CH:24]([CH3:26])[CH3:25], predict the reaction product. The product is: [F:16][C:2]([F:1])([F:15])[C:3]([C:5]1[C:13]2[C:8](=[CH:9][C:10]([Br:14])=[CH:11][CH:12]=2)[N:7]([CH:24]([CH3:26])[CH3:25])[CH:6]=1)=[O:4]. (6) Given the reactants [F:1][C:2]1[CH:3]=[C:4]2[C:8](=[CH:9][CH:10]=1)[NH:7][C:6](=[O:11])[C:5]2=[C:12]1[C:20]2[C:15](=[CH:16][C:17]([CH:21]=O)=[CH:18][CH:19]=2)[C:14]([CH3:24])([CH3:23])[O:13]1.[CH2:25]([NH:27][CH2:28][CH3:29])[CH3:26].C(O)(=O)C.C(O[BH-](OC(=O)C)OC(=O)C)(=O)C, predict the reaction product. The product is: [CH2:25]([N:27]([CH2:21][C:17]1[CH:16]=[C:15]2[C:20](=[CH:19][CH:18]=1)[C:12](=[C:5]1[C:4]3[C:8](=[CH:9][CH:10]=[C:2]([F:1])[CH:3]=3)[NH:7][C:6]1=[O:11])[O:13][C:14]2([CH3:24])[CH3:23])[CH2:28][CH3:29])[CH3:26]. (7) Given the reactants [OH-].[Na+:2].[P:3]([O-:7])([OH:6])([OH:5])=[O:4].[K+].[P:9]([O-:13])([O-:12])([OH:11])=[O:10].[Na+].[Na+], predict the reaction product. The product is: [P:3]([O-:7])([O-:6])([OH:5])=[O:4].[Na+:2].[Na+:2].[P:9](=[O:10])([OH:13])([OH:12])[OH:11]. (8) The product is: [Cl:1][C:2]1[CH:15]=[C:14]([C:16]2[CH2:21][CH2:20][C:19](=[O:22])[NH:18][N:17]=2)[CH:13]=[CH:12][C:3]=1[O:4][CH2:5][CH2:6][CH2:7][OH:8]. Given the reactants [Cl:1][C:2]1[CH:15]=[C:14]([C:16]2[CH2:21][CH2:20][C:19](=[O:22])[NH:18][N:17]=2)[CH:13]=[CH:12][C:3]=1[O:4][CH2:5][CH2:6][CH2:7][O:8]C(=O)C.O.[OH-].[Li+].Cl, predict the reaction product. (9) Given the reactants Br[C:2]1[C:3](=[O:10])[N:4]([CH3:9])[CH:5]=[C:6]([Br:8])[CH:7]=1.N[C:12]1[N:17]=[CH:16][CH:15]=[CH:14][N:13]=1.C(=O)([O-])[O-].[Cs+].[Cs+].CC1(C)C2C(=C(P(C3C=CC=CC=3)C3C=CC=CC=3)C=CC=2)OC2C(P(C3C=CC=CC=3)C3C=CC=CC=3)=CC=CC1=2.C[N:67](C=O)C, predict the reaction product. The product is: [Br:8][C:6]1[CH:7]=[C:2]([NH:67][C:14]2[CH:15]=[CH:16][N:17]=[CH:12][N:13]=2)[C:3](=[O:10])[N:4]([CH3:9])[CH:5]=1. (10) Given the reactants [Br:1][C:2]1[CH:7]=[CH:6][C:5]([S:8](Cl)(=[O:10])=[O:9])=[CH:4][CH:3]=1.[NH2:12][C:13]1[CH:14]=[C:15]([S:19]([NH2:22])(=[O:21])=[O:20])[CH:16]=[CH:17][CH:18]=1.CCN(C(C)C)C(C)C, predict the reaction product. The product is: [Br:1][C:2]1[CH:7]=[CH:6][C:5]([S:8]([NH:12][C:13]2[CH:18]=[CH:17][CH:16]=[C:15]([S:19](=[O:21])(=[O:20])[NH2:22])[CH:14]=2)(=[O:10])=[O:9])=[CH:4][CH:3]=1.